Dataset: Peptide-MHC class I binding affinity with 185,985 pairs from IEDB/IMGT. Task: Regression. Given a peptide amino acid sequence and an MHC pseudo amino acid sequence, predict their binding affinity value. This is MHC class I binding data. (1) The peptide sequence is TVFDYYVL. The MHC is H-2-Db with pseudo-sequence H-2-Db. The binding affinity (normalized) is 0. (2) The peptide sequence is RPRQRGIPF. The MHC is HLA-B48:01 with pseudo-sequence HLA-B48:01. The binding affinity (normalized) is 0.0847. (3) The peptide sequence is NTITTFIPI. The MHC is HLA-A68:02 with pseudo-sequence HLA-A68:02. The binding affinity (normalized) is 0.984. (4) The peptide sequence is LAASVFFTF. The MHC is HLA-B58:01 with pseudo-sequence HLA-B58:01. The binding affinity (normalized) is 0.509. (5) The peptide sequence is FVDVGVSAL. The MHC is HLA-B39:01 with pseudo-sequence HLA-B39:01. The binding affinity (normalized) is 0.635. (6) The peptide sequence is GFTATICLK. The MHC is HLA-A68:01 with pseudo-sequence HLA-A68:01. The binding affinity (normalized) is 0.593.